This data is from Catalyst prediction with 721,799 reactions and 888 catalyst types from USPTO. The task is: Predict which catalyst facilitates the given reaction. (1) Reactant: [F:1][CH2:2][C@@H:3]1[C@@H:7]([C:8]2[CH:13]=[CH:12][C:11]([C:14]#[C:15][Si](C)(C)C)=[CH:10][CH:9]=2)[O:6][C:5]([CH3:21])([CH3:20])[N:4]1[C:22]([O:24][C:25]([CH3:28])([CH3:27])[CH3:26])=[O:23].C(=O)=O.CC(C)=O.[F-].C([N+](CCCC)(CCCC)CCCC)CCC. Product: [C:14]([C:11]1[CH:10]=[CH:9][C:8]([C@H:7]2[O:6][C:5]([CH3:21])([CH3:20])[N:4]([C:22]([O:24][C:25]([CH3:28])([CH3:27])[CH3:26])=[O:23])[C@@H:3]2[CH2:2][F:1])=[CH:13][CH:12]=1)#[CH:15]. The catalyst class is: 1. (2) Reactant: [OH2:1].[C:2]1([CH3:12])[CH:7]=[CH:6][C:5](S(O)(=O)=O)=[CH:4][CH:3]=1.O.[C:14](=[O:17])(O)[O-:15].[Na+]. Product: [OH:1][CH2:12][CH2:2][CH2:7][CH2:6][C:5]1([C:14]([O:15][C:2]([CH3:12])([CH3:7])[CH3:3])=[O:17])[CH2:4][CH2:3]1. The catalyst class is: 5. (3) Reactant: [Li+].CC([N-]C(C)C)C.[O:9]=[C:10]([CH3:25])[CH2:11][CH:12]1[CH2:17][CH2:16][N:15]([C:18]([O:20][C:21]([CH3:24])([CH3:23])[CH3:22])=[O:19])[CH2:14][CH2:13]1.Cl[Si:27]([CH3:30])([CH3:29])[CH3:28].C([O-])(O)=O.[Na+]. Product: [CH3:28][Si:27]([CH3:30])([CH3:29])[O:9][C:10](=[CH2:25])[CH2:11][CH:12]1[CH2:13][CH2:14][N:15]([C:18]([O:20][C:21]([CH3:24])([CH3:23])[CH3:22])=[O:19])[CH2:16][CH2:17]1. The catalyst class is: 1. (4) Reactant: [OH:1][C:2]1[CH:10]=[CH:9][C:8]([C:11]2[N:12]([C:27]([O:29][C:30]([CH3:33])([CH3:32])[CH3:31])=[O:28])[C:13]3[C:18]([CH:19]=2)=[CH:17][C:16]([CH2:20][N:21]2[CH2:26][CH2:25][CH2:24][CH2:23][CH2:22]2)=[CH:15][CH:14]=3)=[C:7]2[C:3]=1[CH2:4][NH:5][C:6]2=[O:34].C(N(CC)CC)C.[CH3:42][N:43]1[C:47]([CH3:48])=[C:46]([S:49](Cl)(=[O:51])=[O:50])[C:45]([CH3:53])=[N:44]1. The catalyst class is: 10. Product: [CH3:42][N:43]1[C:47]([CH3:48])=[C:46]([S:49]([O:1][C:2]2[CH:10]=[CH:9][C:8]([C:11]3[N:12]([C:27]([O:29][C:30]([CH3:31])([CH3:33])[CH3:32])=[O:28])[C:13]4[C:18]([CH:19]=3)=[CH:17][C:16]([CH2:20][N:21]3[CH2:26][CH2:25][CH2:24][CH2:23][CH2:22]3)=[CH:15][CH:14]=4)=[C:7]3[C:3]=2[CH2:4][NH:5][C:6]3=[O:34])(=[O:50])=[O:51])[C:45]([CH3:53])=[N:44]1. (5) Reactant: Br[C:2]1[CH:3]=[CH:4][C:5]([NH2:8])=[N:6][CH:7]=1.CC1(C)C(C)(C)OB([C:17]2[CH2:22][CH2:21][N:20]([C:23]([O:25][C:26]([CH3:29])([CH3:28])[CH3:27])=[O:24])[CH2:19][CH:18]=2)O1.C(=O)([O-])[O-].[Na+].[Na+]. Product: [NH2:8][C:5]1[N:6]=[CH:7][C:2]([C:17]2[CH2:22][CH2:21][N:20]([C:23]([O:25][C:26]([CH3:29])([CH3:28])[CH3:27])=[O:24])[CH2:19][CH:18]=2)=[CH:3][CH:4]=1. The catalyst class is: 587.